Dataset: Forward reaction prediction with 1.9M reactions from USPTO patents (1976-2016). Task: Predict the product of the given reaction. Given the reactants [C:1]([O:5][C:6]([N:8]1[CH2:13][CH2:12][CH:11]([OH:14])[CH2:10][CH2:9]1)=[O:7])([CH3:4])([CH3:3])[CH3:2].C1(P(C2C=CC=CC=2)C2C=CC=CC=2)C=CC=CC=1.N(C(OC(C)C)=O)=NC(OC(C)C)=O.[OH:48][C:49]1[CH:73]=[C:72](O)[CH:71]=[CH:70][C:50]=1[C:51]([NH:53][C:54]1[CH:63]=[C:62]([C:64]2[CH:69]=[CH:68][CH:67]=[CH:66][CH:65]=2)[CH:61]=[CH:60][C:55]=1[C:56]([O:58][CH3:59])=[O:57])=[O:52], predict the reaction product. The product is: [OH:48][C:49]1[CH:73]=[C:72]([CH:71]=[CH:70][C:50]=1[C:51](=[O:52])[NH:53][C:54]1[CH:63]=[C:62]([C:64]2[CH:69]=[CH:68][CH:67]=[CH:66][CH:65]=2)[CH:61]=[CH:60][C:55]=1[C:56]([O:58][CH3:59])=[O:57])[O:14][CH:11]1[CH2:12][CH2:13][N:8]([C:6]([O:5][C:1]([CH3:4])([CH3:2])[CH3:3])=[O:7])[CH2:9][CH2:10]1.